From a dataset of Forward reaction prediction with 1.9M reactions from USPTO patents (1976-2016). Predict the product of the given reaction. (1) Given the reactants [CH3:1][O:2][C:3](=[O:23])[C:4]1[C:9](OS(C(F)(F)F)(=O)=O)=[CH:8][CH:7]=[CH:6][C:5]=1[CH2:18][C:19]([O:21][CH3:22])=[O:20].[Li+].[Cl-].[CH3:26][CH2:27]N(CC)CC.C([Sn](CCCC)(CCCC)C=C)CCC, predict the reaction product. The product is: [CH3:1][O:2][C:3](=[O:23])[C:4]1[C:9]([CH:26]=[CH2:27])=[CH:8][CH:7]=[CH:6][C:5]=1[CH2:18][C:19]([O:21][CH3:22])=[O:20]. (2) Given the reactants [C:1]([O:5][C:6]([N:8]1[CH2:13][CH2:12][C:11](=[O:14])[CH:10]([C:15]([O:17][CH3:18])=[O:16])[CH2:9]1)=[O:7])([CH3:4])([CH3:3])[CH3:2].[Cl-].[NH4+].[CH2:21](Br)[CH:22]=[CH2:23].Cl, predict the reaction product. The product is: [C:1]([O:5][C:6]([N:8]1[CH2:13][CH2:12][C:11]([CH2:23][CH:22]=[CH2:21])([OH:14])[CH:10]([C:15]([O:17][CH3:18])=[O:16])[CH2:9]1)=[O:7])([CH3:4])([CH3:3])[CH3:2]. (3) Given the reactants [NH2:1][C:2]1[S:3][C:4]([C:7]([OH:16])([C:12]([F:15])([F:14])[F:13])[C:8]([F:11])([F:10])[F:9])=[CH:5][N:6]=1.[Cl:17][C:18]1[CH:23]=[CH:22][C:21]([S:24](Cl)(=[O:26])=[O:25])=[CH:20][CH:19]=1, predict the reaction product. The product is: [Cl:17][C:18]1[CH:23]=[CH:22][C:21]([S:24]([NH:1][C:2]2[S:3][C:4]([C:7]([OH:16])([C:8]([F:9])([F:10])[F:11])[C:12]([F:15])([F:13])[F:14])=[CH:5][N:6]=2)(=[O:26])=[O:25])=[CH:20][CH:19]=1. (4) The product is: [S:9]([C:12]1[CH:13]=[CH:14][C:15]([CH2:16][O:17][CH2:18][C:19]([OH:21])=[O:20])=[CH:26][CH:27]=1)(=[O:10])(=[O:11])[NH2:8]. Given the reactants C(OC([NH:8][S:9]([C:12]1[CH:27]=[CH:26][C:15]([CH2:16][O:17][CH2:18][C:19]([O:21]C(C)(C)C)=[O:20])=[CH:14][CH:13]=1)(=[O:11])=[O:10])=O)(C)(C)C.C(O)(C(F)(F)F)=O, predict the reaction product. (5) Given the reactants Cl[CH2:2][C:3]([N:5]1[CH2:10][CH2:9][CH:8]([N:11]2[C:15](=[O:16])[C:14]([CH3:18])([CH3:17])[C:13]([C:19]3[C:24]4[CH2:25][C:26]5([O:31][C:23]=4[C:22]([O:32][CH3:33])=[CH:21][CH:20]=3)[CH2:30][CH2:29][CH2:28][CH2:27]5)=[N:12]2)[CH2:7][CH2:6]1)=[O:4].[C:34]1(=[O:40])[NH:38][C:37](=[O:39])[CH2:36][CH2:35]1, predict the reaction product. The product is: [CH3:33][O:32][C:22]1[C:23]2[O:31][C:26]3([CH2:27][CH2:28][CH2:29][CH2:30]3)[CH2:25][C:24]=2[C:19]([C:13]2[C:14]([CH3:18])([CH3:17])[C:15](=[O:16])[N:11]([CH:8]3[CH2:9][CH2:10][N:5]([C:3](=[O:4])[CH2:2][N:38]4[C:34](=[O:40])[CH2:35][CH2:36][C:37]4=[O:39])[CH2:6][CH2:7]3)[N:12]=2)=[CH:20][CH:21]=1. (6) Given the reactants [Cl:1][C:2]1[CH:3]=[C:4]([C:9]2[CH:17]=[CH:16][CH:15]=[C:14]3[C:10]=2[CH2:11][C:12](=[O:18])[NH:13]3)[CH:5]=[CH:6][C:7]=1[F:8].[N:19]1([CH2:24][CH2:25][NH:26][C:27]([C:29]2[C:33]([CH3:34])=[C:32]([CH:35]=O)[NH:31][C:30]=2[CH3:37])=[O:28])[CH:23]=[CH:22][N:21]=[N:20]1, predict the reaction product. The product is: [N:19]1([CH2:24][CH2:25][NH:26][C:27]([C:29]2[C:33]([CH3:34])=[C:32]([CH:35]=[C:11]3[C:10]4[C:14](=[CH:15][CH:16]=[CH:17][C:9]=4[C:4]4[CH:5]=[CH:6][C:7]([F:8])=[C:2]([Cl:1])[CH:3]=4)[NH:13][C:12]3=[O:18])[NH:31][C:30]=2[CH3:37])=[O:28])[CH:23]=[CH:22][N:21]=[N:20]1. (7) Given the reactants [Cl:1][C:2]1[CH:3]=[C:4]2[C:9](=[CH:10][CH:11]=1)[CH:8]=[C:7]([S:12]([NH:15][C@H:16]1[CH2:20][CH2:19][N:18]([C@@H:21]([CH3:29])[C:22]([O:24][C:25]([CH3:28])([CH3:27])[CH3:26])=[O:23])[C:17]1=[O:30])(=[O:14])=[O:13])[CH:6]=[CH:5]2.C(=O)([O-])[O-].[K+].[K+].[CH2:37]([O:44][C:45](=[O:48])[CH2:46]Br)[C:38]1[CH:43]=[CH:42][CH:41]=[CH:40][CH:39]=1, predict the reaction product. The product is: [Cl:1][C:2]1[CH:3]=[C:4]2[C:9](=[CH:10][CH:11]=1)[CH:8]=[C:7]([S:12]([N:15]([CH2:46][C:45]([O:44][CH2:37][C:38]1[CH:43]=[CH:42][CH:41]=[CH:40][CH:39]=1)=[O:48])[C@H:16]1[CH2:20][CH2:19][N:18]([C@@H:21]([CH3:29])[C:22]([O:24][C:25]([CH3:26])([CH3:28])[CH3:27])=[O:23])[C:17]1=[O:30])(=[O:13])=[O:14])[CH:6]=[CH:5]2.